Task: Predict which catalyst facilitates the given reaction.. Dataset: Catalyst prediction with 721,799 reactions and 888 catalyst types from USPTO (1) Reactant: [Br:1]Br.C([NH:7][S:8]([C:11]1[CH:16]=[CH:15][C:14]([C:17]2[C:21]([CH3:22])=[CH:20][S:19][C:18]=2[C:23]([O:25][CH3:26])=[O:24])=[CH:13][C:12]=1[CH3:27])(=[O:10])=[O:9])(C)(C)C. Product: [Br:1][C:20]1[S:19][C:18]([C:23]([O:25][CH3:26])=[O:24])=[C:17]([C:14]2[CH:15]=[CH:16][C:11]([S:8](=[O:10])(=[O:9])[NH2:7])=[C:12]([CH3:27])[CH:13]=2)[C:21]=1[CH3:22]. The catalyst class is: 2. (2) Reactant: [ClH:1].[CH3:2][O:3][C:4]1[CH:9]=[CH:8][CH:7]=[CH:6][C:5]=1[N:10]1[CH2:16][CH2:15][CH2:14][N:13](C(OC(C)(C)C)=O)[CH2:12][CH2:11]1. Product: [ClH:1].[CH3:2][O:3][C:4]1[CH:9]=[CH:8][CH:7]=[CH:6][C:5]=1[N:10]1[CH2:16][CH2:15][CH2:14][NH:13][CH2:12][CH2:11]1. The catalyst class is: 25. (3) Reactant: [NH2:1][C:2]1[C:7]([Cl:8])=[C:6]([C:9]([O:11][CH3:12])=[O:10])[N:5]=[C:4]([C:13]2[CH:14]=[N:15][C:16](Cl)=[CH:17][CH:18]=2)[C:3]=1[F:20].C[Sn](C)C.C[Sn](C)C.[I:29]I.[O-]S([O-])=O.[Na+].[Na+]. Product: [NH2:1][C:2]1[C:7]([Cl:8])=[C:6]([C:9]([O:11][CH3:12])=[O:10])[N:5]=[C:4]([C:13]2[CH:14]=[N:15][C:16]([I:29])=[CH:17][CH:18]=2)[C:3]=1[F:20]. The catalyst class is: 109.